Dataset: Reaction yield outcomes from USPTO patents with 853,638 reactions. Task: Predict the reaction yield, written as a fraction of the theoretical maximum amount of product (1.0 means a 100% yield; for example, 0.34 means a 34% yield). The catalyst is CCO.O. The reactants are F[C:2]1[CH:7]=[CH:6][C:5]([F:8])=[CH:4][C:3]=1[N+:9]([O-:11])=[O:10].[CH3:12][NH2:13]. The yield is 0.990. The product is [F:8][C:5]1[CH:6]=[CH:7][C:2]([NH:13][CH3:12])=[C:3]([N+:9]([O-:11])=[O:10])[CH:4]=1.